From a dataset of NCI-60 drug combinations with 297,098 pairs across 59 cell lines. Regression. Given two drug SMILES strings and cell line genomic features, predict the synergy score measuring deviation from expected non-interaction effect. (1) Drug 1: CCCS(=O)(=O)NC1=C(C(=C(C=C1)F)C(=O)C2=CNC3=C2C=C(C=N3)C4=CC=C(C=C4)Cl)F. Drug 2: CCC1(CC2CC(C3=C(CCN(C2)C1)C4=CC=CC=C4N3)(C5=C(C=C6C(=C5)C78CCN9C7C(C=CC9)(C(C(C8N6C=O)(C(=O)OC)O)OC(=O)C)CC)OC)C(=O)OC)O.OS(=O)(=O)O. Cell line: K-562. Synergy scores: CSS=67.8, Synergy_ZIP=13.6, Synergy_Bliss=8.02, Synergy_Loewe=-50.1, Synergy_HSA=6.53. (2) Drug 1: CCCS(=O)(=O)NC1=C(C(=C(C=C1)F)C(=O)C2=CNC3=C2C=C(C=N3)C4=CC=C(C=C4)Cl)F. Drug 2: C1=CC(=CC=C1C#N)C(C2=CC=C(C=C2)C#N)N3C=NC=N3. Cell line: HCT-15. Synergy scores: CSS=3.55, Synergy_ZIP=2.62, Synergy_Bliss=4.40, Synergy_Loewe=3.00, Synergy_HSA=1.51. (3) Drug 1: CN(C)C1=NC(=NC(=N1)N(C)C)N(C)C. Drug 2: CC(C)CN1C=NC2=C1C3=CC=CC=C3N=C2N. Cell line: MOLT-4. Synergy scores: CSS=-4.17, Synergy_ZIP=2.79, Synergy_Bliss=0.238, Synergy_Loewe=-3.85, Synergy_HSA=-4.68. (4) Drug 1: C1=CC=C(C=C1)NC(=O)CCCCCCC(=O)NO. Drug 2: C1CN(P(=O)(OC1)NCCCl)CCCl. Cell line: DU-145. Synergy scores: CSS=0.526, Synergy_ZIP=-2.47, Synergy_Bliss=4.73, Synergy_Loewe=-29.9, Synergy_HSA=-1.68. (5) Drug 1: C1CCC(C1)C(CC#N)N2C=C(C=N2)C3=C4C=CNC4=NC=N3. Drug 2: CS(=O)(=O)C1=CC(=C(C=C1)C(=O)NC2=CC(=C(C=C2)Cl)C3=CC=CC=N3)Cl. Cell line: ACHN. Synergy scores: CSS=0.793, Synergy_ZIP=0.932, Synergy_Bliss=2.05, Synergy_Loewe=-2.62, Synergy_HSA=-0.952. (6) Drug 1: CC1C(C(CC(O1)OC2CC(CC3=C2C(=C4C(=C3O)C(=O)C5=C(C4=O)C(=CC=C5)OC)O)(C(=O)CO)O)N)O.Cl. Drug 2: C1C(C(OC1N2C=NC(=NC2=O)N)CO)O. Cell line: EKVX. Synergy scores: CSS=1.46, Synergy_ZIP=-1.09, Synergy_Bliss=-1.27, Synergy_Loewe=0.430, Synergy_HSA=-0.0443. (7) Drug 1: CS(=O)(=O)C1=CC(=C(C=C1)C(=O)NC2=CC(=C(C=C2)Cl)C3=CC=CC=N3)Cl. Drug 2: CC1=C(C=C(C=C1)NC(=O)C2=CC=C(C=C2)CN3CCN(CC3)C)NC4=NC=CC(=N4)C5=CN=CC=C5. Cell line: NCI-H226. Synergy scores: CSS=4.89, Synergy_ZIP=-0.644, Synergy_Bliss=2.52, Synergy_Loewe=-0.791, Synergy_HSA=0.958. (8) Drug 1: CC1=C2C(C(=O)C3(C(CC4C(C3C(C(C2(C)C)(CC1OC(=O)C(C(C5=CC=CC=C5)NC(=O)C6=CC=CC=C6)O)O)OC(=O)C7=CC=CC=C7)(CO4)OC(=O)C)O)C)OC(=O)C. Drug 2: C1CC(=O)NC(=O)C1N2C(=O)C3=CC=CC=C3C2=O. Cell line: NCI-H322M. Synergy scores: CSS=33.9, Synergy_ZIP=-0.830, Synergy_Bliss=1.63, Synergy_Loewe=-20.4, Synergy_HSA=1.000. (9) Drug 1: CN(C)C1=NC(=NC(=N1)N(C)C)N(C)C. Drug 2: CCCCC(=O)OCC(=O)C1(CC(C2=C(C1)C(=C3C(=C2O)C(=O)C4=C(C3=O)C=CC=C4OC)O)OC5CC(C(C(O5)C)O)NC(=O)C(F)(F)F)O. Cell line: SK-MEL-2. Synergy scores: CSS=-0.983, Synergy_ZIP=1.78, Synergy_Bliss=1.43, Synergy_Loewe=-2.75, Synergy_HSA=-2.02.